This data is from Forward reaction prediction with 1.9M reactions from USPTO patents (1976-2016). The task is: Predict the product of the given reaction. (1) Given the reactants [C:1]1(=[N:7][OH:8])[CH2:6][CH2:5][CH2:4][CH2:3][CH2:2]1.[N+:9]([C:12]1[CH:20]=[CH:19][C:15]([C:16](O)=[O:17])=[CH:14][CH:13]=1)([O-:11])=[O:10].O.CCOCC, predict the reaction product. The product is: [N:7]([C:1]1([O:17][CH2:16][C:15]2[CH:14]=[CH:13][C:12]([N+:9]([O-:11])=[O:10])=[CH:20][CH:19]=2)[CH2:6][CH2:5][CH2:4][CH2:3][CH2:2]1)=[O:8]. (2) Given the reactants C([O:3][C:4](=[O:19])[C@@H:5]([O:17][CH3:18])[CH2:6][C:7]1[CH:12]=[CH:11][C:10]([O:13][CH2:14][CH2:15]Br)=[CH:9][CH:8]=1)C.[C:20]1([C:27]2[CH:32]=[CH:31][CH:30]=[CH:29][CH:28]=2)[C:21]([OH:26])=[CH:22][CH:23]=[CH:24][CH:25]=1.CO[C@@H](CC1C=CC(OCCCOC2C=CC=CC=2)=CC=1)C(O)=O, predict the reaction product. The product is: [C:20]1([C:27]2[CH:28]=[CH:29][CH:30]=[CH:31][CH:32]=2)[CH:25]=[CH:24][CH:23]=[CH:22][C:21]=1[O:26][CH2:15][CH2:14][O:13][C:10]1[CH:9]=[CH:8][C:7]([CH2:6][C@H:5]([O:17][CH3:18])[C:4]([OH:3])=[O:19])=[CH:12][CH:11]=1.